From a dataset of Peptide-MHC class I binding affinity with 185,985 pairs from IEDB/IMGT. Regression. Given a peptide amino acid sequence and an MHC pseudo amino acid sequence, predict their binding affinity value. This is MHC class I binding data. (1) The peptide sequence is YFDDVTAFL. The MHC is HLA-A02:06 with pseudo-sequence HLA-A02:06. The binding affinity (normalized) is 1.00. (2) The peptide sequence is AILQSSMTR. The MHC is HLA-A31:01 with pseudo-sequence HLA-A31:01. The binding affinity (normalized) is 0.342. (3) The peptide sequence is MTRGLLGSY. The MHC is HLA-A02:11 with pseudo-sequence HLA-A02:11. The binding affinity (normalized) is 0.0847. (4) The peptide sequence is FQMQNGQFI. The MHC is H-2-Db with pseudo-sequence H-2-Db. The binding affinity (normalized) is 0.225. (5) The peptide sequence is IQFMHEQGY. The MHC is HLA-B15:17 with pseudo-sequence HLA-B15:17. The binding affinity (normalized) is 0.476. (6) The peptide sequence is EFVSANLAM. The MHC is HLA-A80:01 with pseudo-sequence HLA-A80:01. The binding affinity (normalized) is 0.0847. (7) The peptide sequence is LLKTALLIV. The MHC is HLA-A02:03 with pseudo-sequence HLA-A02:03. The binding affinity (normalized) is 0.782.